From a dataset of Forward reaction prediction with 1.9M reactions from USPTO patents (1976-2016). Predict the product of the given reaction. (1) The product is: [OH:1][C:2]1[CH:3]=[CH:4][C:5]([C:8]([C:11]2[CH:12]=[CH:13][C:14]([O:17][CH2:24][C@H:25]([OH:26])[CH2:27][OH:28])=[CH:15][CH:16]=2)([CH3:10])[CH3:9])=[CH:6][CH:7]=1. Given the reactants [OH:1][C:2]1[CH:7]=[CH:6][C:5]([C:8]([C:11]2[CH:16]=[CH:15][C:14]([OH:17])=[CH:13][CH:12]=2)([CH3:10])[CH3:9])=[CH:4][CH:3]=1.C([O-])([O-])=O.[K+].[K+].[CH2:24]1[O:26][C@@H:25]1[CH2:27][OH:28].[Cl-].[NH4+], predict the reaction product. (2) Given the reactants [OH:1][CH:2]([CH:6]([NH:14][C:15](=[O:33])[C:16]1[CH:21]=[CH:20][CH:19]=[N:18][C:17]=1[N:22]1[CH:26]=[CH:25][C:24]([C:27]2[CH:32]=[CH:31][CH:30]=[CH:29][CH:28]=2)=[N:23]1)[CH2:7][C:8]1[CH:13]=[CH:12][CH:11]=[CH:10][CH:9]=1)[C:3](O)=[O:4].[CH:34]1([NH2:38])[CH2:37][CH2:36][CH2:35]1, predict the reaction product. The product is: [CH:34]1([NH:38][C:3](=[O:4])[CH:2]([OH:1])[CH:6]([NH:14][C:15](=[O:33])[C:16]2[CH:21]=[CH:20][CH:19]=[N:18][C:17]=2[N:22]2[CH:26]=[CH:25][C:24]([C:27]3[CH:32]=[CH:31][CH:30]=[CH:29][CH:28]=3)=[N:23]2)[CH2:7][C:8]2[CH:13]=[CH:12][CH:11]=[CH:10][CH:9]=2)[CH2:37][CH2:36][CH2:35]1. (3) Given the reactants Cl[C:2]1[N:7]=[C:6]([O:8][C:9]2[C:18]3[C:13](=[CH:14][CH:15]=[CH:16][CH:17]=3)[C:12]([NH:19][C:20]([NH:22][C:23]3[N:27]([C:28]4[CH:33]=[CH:32][C:31]([CH3:34])=[CH:30][CH:29]=4)[N:26]=[C:25]([CH:35]([CH3:37])[CH3:36])[CH:24]=3)=[O:21])=[CH:11][CH:10]=2)[CH:5]=[CH:4][N:3]=1.[CH3:38][O:39][CH2:40][CH2:41][O:42][CH2:43][CH2:44][O:45][CH2:46][CH2:47][O:48][C:49]1[CH:50]=[C:51]([CH:53]=[C:54]([C:56]([F:59])([F:58])[F:57])[CH:55]=1)[NH2:52], predict the reaction product. The product is: [CH:35]([C:25]1[CH:24]=[C:23]([NH:22][C:20]([NH:19][C:12]2[C:13]3[C:18](=[CH:17][CH:16]=[CH:15][CH:14]=3)[C:9]([O:8][C:6]3[CH:5]=[CH:4][N:3]=[C:2]([NH:52][C:51]4[CH:53]=[C:54]([C:56]([F:58])([F:59])[F:57])[CH:55]=[C:49]([O:48][CH2:47][CH2:46][O:45][CH2:44][CH2:43][O:42][CH2:41][CH2:40][O:39][CH3:38])[CH:50]=4)[N:7]=3)=[CH:10][CH:11]=2)=[O:21])[N:27]([C:28]2[CH:33]=[CH:32][C:31]([CH3:34])=[CH:30][CH:29]=2)[N:26]=1)([CH3:37])[CH3:36]. (4) The product is: [Br:9][C:10]1[CH:19]=[C:18]2[C:13]([C:14]([NH:23][CH2:24][CH:25]([CH3:27])[CH3:26])=[C:15]([NH2:20])[CH:16]=[N:17]2)=[CH:12][CH:11]=1. Given the reactants [O-]S(S([O-])=O)=O.[Na+].[Na+].[Br:9][C:10]1[CH:19]=[C:18]2[C:13]([C:14]([NH:23][CH2:24][CH:25]([CH3:27])[CH3:26])=[C:15]([N+:20]([O-])=O)[CH:16]=[N:17]2)=[CH:12][CH:11]=1, predict the reaction product.